From a dataset of Forward reaction prediction with 1.9M reactions from USPTO patents (1976-2016). Predict the product of the given reaction. Given the reactants [CH:1]1([OH:8])[CH2:7][CH2:6][CH2:5][CH2:4][CH2:3][CH2:2]1.Cl[C:10]1[N:15]=[C:14]([CH2:16][O:17][C:18]2[CH:19]=[C:20]([C@H:24]([CH:31]3[CH2:33][CH2:32]3)[CH2:25][C:26]([O:28]CC)=[O:27])[CH:21]=[CH:22][CH:23]=2)[CH:13]=[N:12][C:11]=1[C:34]1[CH:39]=[C:38]([O:40][CH3:41])[CH:37]=[CH:36][C:35]=1[F:42].O.Cl, predict the reaction product. The product is: [CH:1]1([O:8][C:10]2[N:15]=[C:14]([CH2:16][O:17][C:18]3[CH:19]=[C:20]([C@H:24]([CH:31]4[CH2:33][CH2:32]4)[CH2:25][C:26]([OH:28])=[O:27])[CH:21]=[CH:22][CH:23]=3)[CH:13]=[N:12][C:11]=2[C:34]2[CH:39]=[C:38]([O:40][CH3:41])[CH:37]=[CH:36][C:35]=2[F:42])[CH2:7][CH2:6][CH2:5][CH2:4][CH2:3][CH2:2]1.